The task is: Predict the reactants needed to synthesize the given product.. This data is from Full USPTO retrosynthesis dataset with 1.9M reactions from patents (1976-2016). (1) The reactants are: [Cl:1][C:2]1[CH:7]=[CH:6][C:5]([C:8]2[CH:9]=[N:10][CH:11]=[C:12]3[C:17]=2[N:16]=[C:15]([C:18]([OH:20])=O)[CH:14]=[CH:13]3)=[CH:4][CH:3]=1.C(N(CC)C(C)C)(C)C.F[P-](F)(F)(F)(F)F.N1(OC(N(C)C)=[N+](C)C)C2N=CC=CC=2N=N1.[CH3:54][C:55]([CH3:59])([CH3:58])[CH2:56][NH2:57]. Given the product [Cl:1][C:2]1[CH:3]=[CH:4][C:5]([C:8]2[CH:9]=[N:10][CH:11]=[C:12]3[C:17]=2[N:16]=[C:15]([C:18]([NH:57][CH2:56][C:55]([CH3:59])([CH3:58])[CH3:54])=[O:20])[CH:14]=[CH:13]3)=[CH:6][CH:7]=1, predict the reactants needed to synthesize it. (2) Given the product [CH2:18]([O:17][CH2:16][CH2:15][N:1]1[CH2:5][CH2:4][CH:3]([NH:6][C:7](=[O:13])[O:8][C:9]([CH3:10])([CH3:12])[CH3:11])[CH2:2]1)[C:19]1[CH:24]=[CH:23][CH:22]=[CH:21][CH:20]=1, predict the reactants needed to synthesize it. The reactants are: [NH:1]1[CH2:5][CH2:4][CH:3]([NH:6][C:7](=[O:13])[O:8][C:9]([CH3:12])([CH3:11])[CH3:10])[CH2:2]1.Br[CH2:15][CH2:16][O:17][CH2:18][C:19]1[CH:24]=[CH:23][CH:22]=[CH:21][CH:20]=1.[OH-].[Na+].